This data is from Forward reaction prediction with 1.9M reactions from USPTO patents (1976-2016). The task is: Predict the product of the given reaction. (1) Given the reactants [CH3:1][C:2]1([CH3:9])[O:6][CH:5]([CH2:7][NH2:8])[CH2:4][O:3]1.[S:10](Cl)([Cl:13])(=[O:12])=[O:11], predict the reaction product. The product is: [CH3:1][C:2]1([CH3:9])[O:6][CH:5]([CH2:7][NH:8][S:10]([Cl:13])(=[O:12])=[O:11])[CH2:4][O:3]1. (2) Given the reactants [NH2:1][CH2:2][C:3]1[C:4]([C:17]([F:20])([F:19])[F:18])=[N:5][C:6]([NH:9][C:10]2[CH:15]=[CH:14][CH:13]=[C:12]([Cl:16])[CH:11]=2)=[N:7][CH:8]=1.[O:21]1[CH2:26][CH2:25][CH:24]([C:27](O)=[O:28])[CH2:23][CH2:22]1.ON1C2C=CC=CC=2N=N1.Cl.C(N=C=NCCCN(C)C)C, predict the reaction product. The product is: [Cl:16][C:12]1[CH:11]=[C:10]([NH:9][C:6]2[N:5]=[C:4]([C:17]([F:20])([F:19])[F:18])[C:3]([CH2:2][NH:1][C:27]([CH:24]3[CH2:25][CH2:26][O:21][CH2:22][CH2:23]3)=[O:28])=[CH:8][N:7]=2)[CH:15]=[CH:14][CH:13]=1. (3) Given the reactants [F:1][C:2]1[CH:7]=[CH:6][C:5]([C:8]2[N:12](C(C)OCC)[CH:11]=[N:10][C:9]=2[C:18]2[CH:23]=[CH:22][C:21]([S:24][CH3:25])=[CH:20][CH:19]=2)=[CH:4][CH:3]=1.CN(C)CCN(C)C.C([Li])CCC.CN(C)[CH:41]=[O:42], predict the reaction product. The product is: [F:1][C:2]1[CH:3]=[CH:4][C:5]([C:8]2[NH:12][C:11]([CH:41]=[O:42])=[N:10][C:9]=2[C:18]2[CH:23]=[CH:22][C:21]([S:24][CH3:25])=[CH:20][CH:19]=2)=[CH:6][CH:7]=1.